This data is from Forward reaction prediction with 1.9M reactions from USPTO patents (1976-2016). The task is: Predict the product of the given reaction. (1) Given the reactants [NH2:1][N:2]1[N:11]=[C:10]([C:12]2[CH:17]=[CH:16][C:15]([Cl:18])=[CH:14][CH:13]=2)[C:9]2[C:4](=[CH:5][CH:6]=[CH:7][CH:8]=2)[C:3]1=[O:19].Cl.[N:21]1[CH:26]=[CH:25][CH:24]=[C:23]([CH2:27][C:28](O)=[O:29])[CH:22]=1, predict the reaction product. The product is: [Cl:18][C:15]1[CH:16]=[CH:17][C:12]([C:10]2[C:9]3[C:4](=[CH:5][CH:6]=[CH:7][CH:8]=3)[C:3](=[O:19])[N:2]([NH:1][C:28](=[O:29])[CH2:27][C:23]3[CH:22]=[N:21][CH:26]=[CH:25][CH:24]=3)[N:11]=2)=[CH:13][CH:14]=1. (2) Given the reactants [CH:1]([C:3]1[CH:19]=[CH:18][C:17]([O:20][CH2:21][C:22]2[C:23]([CH3:34])=[C:24]([C:28]3[CH:33]=[CH:32][CH:31]=[CH:30][CH:29]=3)[CH:25]=[CH:26][CH:27]=2)=[CH:16][C:4]=1[O:5][CH2:6][C:7]1[CH:8]=[N:9][CH:10]=[C:11]([C:14]=1[CH3:15])[C:12]#[N:13])=O.[NH2:35][C@H:36]([CH2:40][OH:41])[C:37]([OH:39])=[O:38].C([BH3-])#N.[Na+], predict the reaction product. The product is: [C:12]([C:11]1[C:14]([CH3:15])=[C:7]([CH2:6][O:5][C:4]2[CH:16]=[C:17]([O:20][CH2:21][C:22]3[C:23]([CH3:34])=[C:24]([C:28]4[CH:33]=[CH:32][CH:31]=[CH:30][CH:29]=4)[CH:25]=[CH:26][CH:27]=3)[CH:18]=[CH:19][C:3]=2[CH2:1][NH:35][C@H:36]([CH2:40][OH:41])[C:37]([OH:39])=[O:38])[CH:8]=[N:9][CH:10]=1)#[N:13]. (3) Given the reactants [Cl:1][C:2]1[CH:21]=[C:20]([Cl:22])[CH:19]=[CH:18][C:3]=1[CH2:4][O:5][C:6]1[CH:17]=[CH:16][C:9]2[C@H:10]([CH2:13][CH2:14][NH2:15])[CH2:11][O:12][C:8]=2[CH:7]=1.[C:23](O[C:23]([C:25]([F:28])([F:27])[F:26])=[O:24])([C:25]([F:28])([F:27])[F:26])=[O:24].O, predict the reaction product. The product is: [Cl:1][C:2]1[CH:21]=[C:20]([Cl:22])[CH:19]=[CH:18][C:3]=1[CH2:4][O:5][C:6]1[CH:17]=[CH:16][C:9]2[C@H:10]([CH2:13][CH2:14][NH:15][C:23](=[O:24])[C:25]([F:28])([F:27])[F:26])[CH2:11][O:12][C:8]=2[CH:7]=1. (4) Given the reactants [N:1]1([CH2:7][CH2:8][CH2:9][NH2:10])[CH2:6][CH2:5][O:4][CH2:3][CH2:2]1.Cl[C:12]1[N:13]=[N+:14]([O-:26])[C:15]2[CH:25]=[C:24]3[C:19]([CH2:20][CH2:21][CH2:22][CH2:23]3)=[CH:18][C:16]=2[N:17]=1, predict the reaction product. The product is: [N:1]1([CH2:7][CH2:8][CH2:9][NH:10][C:12]2[N:13]=[N+:14]([O-:26])[C:15]3[CH:25]=[C:24]4[C:19]([CH2:20][CH2:21][CH2:22][CH2:23]4)=[CH:18][C:16]=3[N:17]=2)[CH2:6][CH2:5][O:4][CH2:3][CH2:2]1. (5) Given the reactants [CH3:1][O:2][C:3]1[CH:8]=[C:7]([O:9][CH2:10][O:11][CH3:12])[CH:6]=[CH:5][C:4]=1[C:13]1[C:22]([CH2:23][O:24][C:25]([C:27]2[S:28][C:29]([CH3:32])=[CH:30][CH:31]=2)=[O:26])=[C:21]2[C:16]([NH:17][C:18]([CH3:35])([CH3:34])[C:19](=[O:33])[NH:20]2)=[CH:15][CH:14]=1.CI.[C:38](=O)([O-])[O-].[Cs+].[Cs+], predict the reaction product. The product is: [CH3:1][O:2][C:3]1[CH:8]=[C:7]([O:9][CH2:10][O:11][CH3:12])[CH:6]=[CH:5][C:4]=1[C:13]1[C:22]([CH2:23][O:24][C:25]([C:27]2[S:28][C:29]([CH3:32])=[CH:30][CH:31]=2)=[O:26])=[C:21]2[C:16]([NH:17][C:18]([CH3:35])([CH3:34])[C:19](=[O:33])[N:20]2[CH3:38])=[CH:15][CH:14]=1.